This data is from Forward reaction prediction with 1.9M reactions from USPTO patents (1976-2016). The task is: Predict the product of the given reaction. (1) Given the reactants [Br:1][C:2]1[CH:7]=[CH:6][CH:5]=[CH:4][C:3]=1[OH:8].[C:9]12(O)[CH2:18][CH:13]3[CH2:14][CH:15]([CH2:17][CH:11]([CH2:12]3)[CH2:10]1)[CH2:16]2.S(=O)(=O)(O)O.O, predict the reaction product. The product is: [C:9]12([C:6]3[CH:5]=[CH:4][C:3]([OH:8])=[C:2]([Br:1])[CH:7]=3)[CH2:18][CH:13]3[CH2:14][CH:15]([CH2:17][CH:11]([CH2:12]3)[CH2:10]1)[CH2:16]2. (2) The product is: [NH2:1][C:2]1[C:11]2[C:6](=[C:7]([C:23]3[CH:22]=[C:21]([O:20][CH3:19])[CH:26]=[C:25]([O:27][CH3:28])[CH:24]=3)[CH:8]=[CH:9][CH:10]=2)[N:5]=[N:4][C:3]=1[C:13]([NH:15][CH2:16][CH2:17][CH3:18])=[O:14]. Given the reactants [NH2:1][C:2]1[C:11]2[C:6](=[C:7](Br)[CH:8]=[CH:9][CH:10]=2)[N:5]=[N:4][C:3]=1[C:13]([NH:15][CH2:16][CH2:17][CH3:18])=[O:14].[CH3:19][O:20][C:21]1[CH:22]=[C:23](B2OC(C)(C)C(C)(C)O2)[CH:24]=[C:25]([O:27][CH3:28])[CH:26]=1, predict the reaction product.